Dataset: Full USPTO retrosynthesis dataset with 1.9M reactions from patents (1976-2016). Task: Predict the reactants needed to synthesize the given product. (1) Given the product [OH:35][B:34]1[CH:17]([NH:16][C:15](=[O:47])[CH2:14][NH:13][CH:10]2[CH2:11][CH2:12][NH:8][CH2:9]2)[CH2:18][C:19]2[CH:24]=[CH:23][CH:22]=[C:21]([C:25]([OH:27])=[O:26])[C:20]=2[O:42]1, predict the reactants needed to synthesize it. The reactants are: C(OC([N:8]1[CH2:12][CH2:11][CH:10]([NH:13][CH2:14][C:15](=[O:47])[NH:16][CH:17]([B:34]2[O:42]C3C(C)(C4CC(C3)C4(C)C)[O:35]2)[CH2:18][C:19]2[CH:24]=[CH:23][CH:22]=[C:21]([C:25]([O:27]C(C)(C)C)=[O:26])[C:20]=2OC)[CH2:9]1)=O)(C)(C)C.B(Cl)(Cl)Cl. (2) Given the product [CH:11]1[C:12]2[C:7](=[CH:6][C:5]3[C:14]([C:13]=2[C:15]([N:17]2[CH2:18][CH2:19][CH:20]([N:23]4[CH2:34][CH2:33][CH2:32][C:25]5([N:29]=[C:28]([CH3:30])[N:27]([CH2:36][CH3:37])[C:26]5=[O:31])[CH2:24]4)[CH2:21][CH2:22]2)=[O:16])=[CH:1][CH:2]=[CH:3][CH:4]=3)[CH:8]=[CH:9][CH:10]=1, predict the reactants needed to synthesize it. The reactants are: [CH:1]1[C:14]2[C:5](=[CH:6][C:7]3[C:12]([C:13]=2[C:15]([N:17]2[CH2:22][CH2:21][CH:20]([N:23]4[CH2:34][CH2:33][CH2:32][C:25]5([N:29]=[C:28]([CH3:30])[NH:27][C:26]5=[O:31])[CH2:24]4)[CH2:19][CH2:18]2)=[O:16])=[CH:11][CH:10]=[CH:9][CH:8]=3)[CH:4]=[CH:3][CH:2]=1.I[CH2:36][CH3:37]. (3) Given the product [CH2:1]([C:9]1[CH2:11][C:10]=1[Si:18]([CH3:20])([CH3:19])[CH3:17])[CH2:2][CH2:3][CH2:4][CH2:5][CH2:6][CH2:7][CH3:8], predict the reactants needed to synthesize it. The reactants are: [CH2:1]([C:9]1(Br)[CH2:11][C:10]1(Br)Br)[CH2:2][CH2:3][CH2:4][CH2:5][CH2:6][CH2:7][CH3:8].C[Li].[CH3:17][Si:18](Cl)([CH3:20])[CH3:19]. (4) Given the product [C:25]([C:29]1[CH:30]=[C:31]([CH3:49])[CH:32]([C:34]([C:1]2[C:13]3[CH2:12][C:11]4[C:6](=[CH:7][CH:8]=[CH:9][CH:10]=4)[C:5]=3[CH:4]=[CH:3][CH:2]=2)([C:35]2[CH:36]=[CH:37][C:38]([CH3:41])=[CH:39][CH:40]=2)[C:42]2[CH:43]=[CH:44][C:45]([CH3:48])=[CH:46][CH:47]=2)[CH:33]=1)([CH3:28])([CH3:26])[CH3:27], predict the reactants needed to synthesize it. The reactants are: [CH:1]1[C:13]2[CH2:12][C:11]3[C:6](=[CH:7][CH:8]=[CH:9][CH:10]=3)[C:5]=2[CH:4]=[CH:3][CH:2]=1.C([Li])CCC.CCCCCC.[C:25]([C:29]1[CH:30]=[C:31]([CH3:49])[C:32](=[C:34]([C:42]2[CH:47]=[CH:46][C:45]([CH3:48])=[CH:44][CH:43]=2)[C:35]2[CH:40]=[CH:39][C:38]([CH3:41])=[CH:37][CH:36]=2)[CH:33]=1)([CH3:28])([CH3:27])[CH3:26].O. (5) Given the product [NH2:17][C@@H:18]([C@H:22]([C:24]1[CH:29]=[CH:28][CH:27]=[CH:26][CH:25]=1)[CH3:23])[C:19]([NH:6][C:5]1[CH:7]=[CH:8][C:2]([Br:1])=[CH:3][C:4]=1[Cl:9])=[O:20], predict the reactants needed to synthesize it. The reactants are: [Br:1][C:2]1[CH:8]=[CH:7][C:5]([NH2:6])=[C:4]([Cl:9])[CH:3]=1.C(OC([NH:17][C@@H:18]([C@H:22]([C:24]1[CH:29]=[CH:28][CH:27]=[CH:26][CH:25]=1)[CH3:23])[C:19](O)=[O:20])=O)(C)(C)C.P(Cl)(Cl)(Cl)=O.FC(F)(F)C(O)=O.